From a dataset of Reaction yield outcomes from USPTO patents with 853,638 reactions. Predict the reaction yield, written as a fraction of the theoretical maximum amount of product (1.0 means a 100% yield; for example, 0.34 means a 34% yield). (1) The reactants are [I:1]I.C1(P(C2C=CC=CC=2)C2C=CC=CC=2)C=CC=CC=1.[C:22]([C@@:24]1([OH:40])[C@H:28]([OH:29])[C@@H:27]([CH2:30]O)[O:26][C@H:25]1[N:32]1[CH:37]=[CH:36][C:35](=[O:38])[NH:34][C:33]1=[O:39])#[CH:23]. The catalyst is C1COCC1. The product is [C:22]([C@@:24]1([OH:40])[C@H:28]([OH:29])[C@@H:27]([CH2:30][I:1])[O:26][C@H:25]1[N:32]1[CH:37]=[CH:36][C:35](=[O:38])[NH:34][C:33]1=[O:39])#[CH:23]. The yield is 0.760. (2) The reactants are OC[C@@H]([N:8]1[CH2:13][C@@H:12]2[CH2:14][C@H:9]1[CH:10]=[CH:11]2)C(OC)=O.C1(P(C2C=CC=CC=2)C2C=CC=CC=2)C=CC=CC=1.N(C(OCC)=O)=NC(OCC)=O.Cl.[C:55](O[C:55]([O:57][C:58]([CH3:61])([CH3:60])[CH3:59])=[O:56])([O:57][C:58]([CH3:61])([CH3:60])[CH3:59])=[O:56]. The catalyst is ClCCl. The product is [C:58]([O:57][C:55]([N:8]1[CH2:13][C@@H:12]2[CH2:14][C@H:9]1[CH:10]=[CH:11]2)=[O:56])([CH3:59])([CH3:60])[CH3:61]. The yield is 0.0800. (3) The reactants are [F:1][C:2]1[C:3]([OH:16])=[C:4]([CH2:11][CH:12]([OH:15])CO)[CH:5]=[C:6]([N+:8]([O-:10])=[O:9])[CH:7]=1.[BH4-].[Na+].Cl. The catalyst is O.CC(C)=O. The product is [F:1][C:2]1[CH:7]=[C:6]([N+:8]([O-:10])=[O:9])[CH:5]=[C:4]([CH2:11][CH2:12][OH:15])[C:3]=1[OH:16]. The yield is 0.750. (4) The reactants are Br[C:2]1[CH:3]=[C:4]([CH:22]=[CH:23][CH:24]=1)[C:5]([NH:7][CH2:8][CH:9]([OH:21])[CH2:10][N:11]1[CH2:20][CH2:19][C:18]2[C:13](=[CH:14][CH:15]=[CH:16][CH:17]=2)[CH2:12]1)=[O:6].[NH:25]1[CH2:30][CH2:29][O:28][CH2:27][CH2:26]1.C1C=CC(P(C2C(C3C(P(C4C=CC=CC=4)C4C=CC=CC=4)=CC=C4C=3C=CC=C4)=C3C(C=CC=C3)=CC=2)C2C=CC=CC=2)=CC=1.CC([O-])(C)C.[Na+]. The catalyst is C1(C)C=CC=CC=1.C1C=CC(/C=C/C(/C=C/C2C=CC=CC=2)=O)=CC=1.C1C=CC(/C=C/C(/C=C/C2C=CC=CC=2)=O)=CC=1.C1C=CC(/C=C/C(/C=C/C2C=CC=CC=2)=O)=CC=1.[Pd].[Pd]. The product is [CH2:12]1[C:13]2[C:18](=[CH:17][CH:16]=[CH:15][CH:14]=2)[CH2:19][CH2:20][N:11]1[CH2:10][CH:9]([OH:21])[CH2:8][NH:7][C:5](=[O:6])[C:4]1[CH:22]=[CH:23][CH:24]=[C:2]([N:25]2[CH2:30][CH2:29][O:28][CH2:27][CH2:26]2)[CH:3]=1. The yield is 0.0750. (5) The reactants are [H-].[Na+].[CH:3]1([CH:9]([OH:14])[C:10]([F:13])([F:12])[F:11])[CH2:8][CH2:7][CH2:6][CH2:5][CH2:4]1.[NH2:15][C:16]1[N:21]=[C:20](Cl)[CH:19]=[C:18]([Cl:23])[N:17]=1.O. The catalyst is C1COCC1.C(OCC)(=O)C. The product is [Cl:23][C:18]1[CH:19]=[C:20]([O:14][CH:9]([CH:3]2[CH2:4][CH2:5][CH2:6][CH2:7][CH2:8]2)[C:10]([F:12])([F:13])[F:11])[N:21]=[C:16]([NH2:15])[N:17]=1. The yield is 0.650. (6) The product is [CH2:13]([O:12][C:2]1[CH:3]=[CH:4][C:5]2[C:6](=[O:11])[CH2:7][CH2:8][CH2:9][C:10]=2[N:1]=1)[C:14]1[CH:19]=[CH:18][CH:17]=[CH:16][CH:15]=1. The catalyst is C1(C)C=CC=CC=1. The reactants are [NH:1]1[C:10]2[CH2:9][CH2:8][CH2:7][C:6](=[O:11])[C:5]=2[CH:4]=[CH:3][C:2]1=[O:12].[CH2:13](Br)[C:14]1[CH:19]=[CH:18][CH:17]=[CH:16][CH:15]=1. The yield is 0.920. (7) The reactants are [Cl-].O[NH3+:3].[C:4](=[O:7])([O-])[OH:5].[Na+].CS(C)=O.[CH2:13]([C:17]1[N:18]=[C:19]([CH3:48])[N:20]([CH2:39][C:40]2[CH:45]=[C:44]([F:46])[CH:43]=[CH:42][C:41]=2[F:47])[C:21](=[O:38])[C:22]=1[CH2:23][C:24]1[CH:29]=[CH:28][C:27]([C:30]2[C:31]([C:36]#[N:37])=[CH:32][CH:33]=[CH:34][CH:35]=2)=[CH:26][CH:25]=1)[CH2:14][CH2:15][CH3:16]. The catalyst is C(OCC)(=O)C. The product is [CH2:13]([C:17]1[N:18]=[C:19]([CH3:48])[N:20]([CH2:39][C:40]2[CH:45]=[C:44]([F:46])[CH:43]=[CH:42][C:41]=2[F:47])[C:21](=[O:38])[C:22]=1[CH2:23][C:24]1[CH:25]=[CH:26][C:27]([C:30]2[CH:35]=[CH:34][CH:33]=[CH:32][C:31]=2[C:36]2[NH:3][C:4](=[O:7])[O:5][N:37]=2)=[CH:28][CH:29]=1)[CH2:14][CH2:15][CH3:16]. The yield is 0.680.